Dataset: Forward reaction prediction with 1.9M reactions from USPTO patents (1976-2016). Task: Predict the product of the given reaction. (1) The product is: [C:6]1([C:4]2[C:3](=[O:2])[NH:33][C:31](=[O:32])[C:30]=2[C:25]2[C:24]3[C:28](=[CH:29][C:21]([C:20]([F:34])([F:19])[F:35])=[CH:22][CH:23]=3)[NH:27][CH:26]=2)[C:16]2=[C:17]3[C:12](=[CH:13][CH:14]=[CH:15]2)[CH2:11][CH2:10][CH2:9][N:8]3[CH:7]=1. Given the reactants C[O:2][C:3](=O)[C:4]([C:6]1[C:16]2=[C:17]3[C:12](=[CH:13][CH:14]=[CH:15]2)[CH2:11][CH2:10][CH2:9][N:8]3[CH:7]=1)=O.[F:19][C:20]([F:35])([F:34])[C:21]1[CH:29]=[C:28]2[C:24]([C:25]([CH2:30][C:31]([NH2:33])=[O:32])=[CH:26][NH:27]2)=[CH:23][CH:22]=1, predict the reaction product. (2) The product is: [ClH:33].[OH:1][C:2]1[CH:7]=[CH:6][CH:5]=[CH:4][C:3]=1[C:8]1[N:17]=[C:16]([N:18]2[CH2:22][CH2:21][C@@H:20]([CH2:23][NH:24][C:25](=[O:31])[O:26][CH2:27][CH:28]([CH3:30])[CH3:29])[CH2:19]2)[C:15]2[C:10](=[CH:11][C:12]([CH3:32])=[CH:13][CH:14]=2)[N:9]=1. Given the reactants [OH:1][C:2]1[CH:7]=[CH:6][CH:5]=[CH:4][C:3]=1[C:8]1[N:17]=[C:16]([N:18]2[CH2:22][CH2:21][C@@H:20]([CH2:23][NH:24][C:25](=[O:31])[O:26][CH2:27][CH:28]([CH3:30])[CH3:29])[CH2:19]2)[C:15]2[C:10](=[CH:11][C:12]([CH3:32])=[CH:13][CH:14]=2)[N:9]=1.[ClH:33].CCOCC, predict the reaction product. (3) The product is: [ClH:63].[NH2:8][CH2:9][C@H:10]1[CH2:15][CH2:14][C@H:13]([C:16]([NH:18][C@H:19]([C:50]([NH:52][C:53]2[CH:54]=[CH:55][C:56]3[N:60]=[C:59]([CH3:61])[NH:58][C:57]=3[CH:62]=2)=[O:51])[CH2:20][C:21]2[CH:22]=[CH:23][C:24]([C:27]3[CH:32]=[CH:31][C:30]([C:33]([NH:35][CH:36]4[CH2:37][CH2:38][NH:39][CH2:40][CH2:41]4)=[O:34])=[CH:29][C:28]=3[CH3:49])=[CH:25][CH:26]=2)=[O:17])[CH2:12][CH2:11]1. Given the reactants C(OC([NH:8][CH2:9][C@H:10]1[CH2:15][CH2:14][C@H:13]([C:16]([NH:18][C@H:19]([C:50]([NH:52][C:53]2[CH:54]=[CH:55][C:56]3[N:60]=[C:59]([CH3:61])[NH:58][C:57]=3[CH:62]=2)=[O:51])[CH2:20][C:21]2[CH:26]=[CH:25][C:24]([C:27]3[CH:32]=[CH:31][C:30]([C:33]([NH:35][CH:36]4[CH2:41][CH2:40][N:39](C(OC(C)(C)C)=O)[CH2:38][CH2:37]4)=[O:34])=[CH:29][C:28]=3[CH3:49])=[CH:23][CH:22]=2)=[O:17])[CH2:12][CH2:11]1)=O)(C)(C)C.[ClH:63], predict the reaction product. (4) Given the reactants [CH2:1]([C@H:8]1[CH2:12][O:11][C:10](=[O:13])[NH:9]1)[C:2]1[CH:7]=[CH:6][CH:5]=[CH:4][CH:3]=1.C([Li])CCC.[C:19]1([CH2:25][CH2:26][CH2:27][CH2:28][C:29](Cl)=[O:30])[CH:24]=[CH:23][CH:22]=[CH:21][CH:20]=1.[Cl-].[NH4+], predict the reaction product. The product is: [CH2:1]([C@H:8]1[CH2:12][O:11][C:10](=[O:13])[N:9]1[C:29](=[O:30])[CH2:28][CH2:27][CH2:26][CH2:25][C:19]1[CH:24]=[CH:23][CH:22]=[CH:21][CH:20]=1)[C:2]1[CH:3]=[CH:4][CH:5]=[CH:6][CH:7]=1.